Dataset: Forward reaction prediction with 1.9M reactions from USPTO patents (1976-2016). Task: Predict the product of the given reaction. (1) Given the reactants [OH:1][C:2]1[CH:3]=[C:4]([CH:7]=[CH:8][CH:9]=1)[CH:5]=[O:6].[Br:10]Br, predict the reaction product. The product is: [Br:10][C:7]1[C:4]([CH:5]=[O:6])=[CH:3][C:2]([OH:1])=[CH:9][CH:8]=1. (2) Given the reactants [BH4-].[Na+].C([O:5][C:6](=O)[CH2:7][C:8]1[S:9][C:10]2[CH:16]=[C:15]([Br:17])[CH:14]=[CH:13][C:11]=2[N:12]=1)C, predict the reaction product. The product is: [Br:17][C:15]1[CH:14]=[CH:13][C:11]2[N:12]=[C:8]([CH2:7][CH2:6][OH:5])[S:9][C:10]=2[CH:16]=1.